From a dataset of Full USPTO retrosynthesis dataset with 1.9M reactions from patents (1976-2016). Predict the reactants needed to synthesize the given product. Given the product [OH:12][C:11]1[C:10]2[C:9](=[CH:19][N:18]=[CH:17][CH:16]=2)[O:8][C:7]=1[C:6]([O:5][CH2:3][CH3:4])=[O:20], predict the reactants needed to synthesize it. The reactants are: [H-].[Na+].[CH2:3]([O:5][C:6](=[O:20])[CH2:7][O:8][C:9]1[CH:19]=[N:18][CH:17]=[CH:16][C:10]=1[C:11](OCC)=[O:12])[CH3:4].